This data is from Forward reaction prediction with 1.9M reactions from USPTO patents (1976-2016). The task is: Predict the product of the given reaction. (1) The product is: [F:17][CH:9]([CH2:10][CH2:11][CH2:12][OH:13])[CH2:8][CH2:7][CH2:6][OH:5]. Given the reactants N.C([O:5][CH2:6][CH2:7][CH2:8][CH:9]([F:17])[CH2:10][CH2:11][CH2:12][O:13]C(=O)C)(=O)C, predict the reaction product. (2) Given the reactants [C:1]([C:4]1[CH:9]=[CH:8][N:7]=[CH:6][CH:5]=1)(=[O:3])[CH3:2].[BH4-].[Na+].CO, predict the reaction product. The product is: [N:7]1[CH:8]=[CH:9][C:4]([CH:1]([OH:3])[CH3:2])=[CH:5][CH:6]=1. (3) The product is: [CH3:27][N:28]([CH3:38])[C:29]1[CH:34]=[CH:33][C:32]([C:2]2[N:11]=[C:10]([NH:12][CH2:13][CH:14]([C:21]3[CH:26]=[CH:25][CH:24]=[CH:23][CH:22]=3)[N:15]3[CH2:20][CH2:19][CH2:18][CH2:17][CH2:16]3)[C:9]3[C:4](=[CH:5][CH:6]=[CH:7][CH:8]=3)[N:3]=2)=[CH:31][CH:30]=1. Given the reactants Cl[C:2]1[N:11]=[C:10]([NH:12][CH2:13][CH:14]([C:21]2[CH:26]=[CH:25][CH:24]=[CH:23][CH:22]=2)[N:15]2[CH2:20][CH2:19][CH2:18][CH2:17][CH2:16]2)[C:9]2[C:4](=[CH:5][CH:6]=[CH:7][CH:8]=2)[N:3]=1.[CH3:27][N:28]([CH3:38])[C:29]1[CH:34]=[CH:33][C:32](B(O)O)=[CH:31][CH:30]=1.CN(C)C1C=CC(C2N=C(NCC(C3C=CC=CC=3)C3NC=CC=3)C3C(=CC=CC=3)N=2)=CC=1, predict the reaction product. (4) Given the reactants C(N(CC)CC)C.[CH3:8][O:9][C:10]1[N:11]=[CH:12][C:13]2[CH:19]=[C:18]([C:20]([OH:22])=O)[C:17](=[O:23])[NH:16][C:14]=2[N:15]=1.CN(C(ON1N=NC2C=CC=NC1=2)=[N+](C)C)C.F[P-](F)(F)(F)(F)F.[CH2:48]([O:50][C:51](=[O:60])[C:52]1[CH:57]=[CH:56][C:55]([Cl:58])=[C:54]([NH2:59])[CH:53]=1)[CH3:49], predict the reaction product. The product is: [CH2:48]([O:50][C:51](=[O:60])[C:52]1[CH:57]=[CH:56][C:55]([Cl:58])=[C:54]([NH:59][C:20]([C:18]2[C:17](=[O:23])[NH:16][C:14]3[N:15]=[C:10]([O:9][CH3:8])[N:11]=[CH:12][C:13]=3[CH:19]=2)=[O:22])[CH:53]=1)[CH3:49]. (5) The product is: [CH:30]1([O:29][C:27](=[O:28])[NH:26][C@@H:21]([C:22]([CH3:25])([CH3:23])[CH3:24])[C:20]([N:14]2[C@H:15]([C:17](=[O:18])[NH:37][C@@H:38]([CH2:47][CH2:48][CH3:49])[CH:39]([OH:46])[C:40]([NH:42][CH:43]3[CH2:44][CH2:45]3)=[O:41])[CH2:16][C@:11]3([O:10][C:9](=[O:36])[N:8]([C:4]4[CH:5]=[CH:6][CH:7]=[C:2]([Cl:1])[CH:3]=4)[CH2:12]3)[CH2:13]2)=[O:35])[CH2:34][CH2:33][CH2:32][CH2:31]1. Given the reactants [Cl:1][C:2]1[CH:3]=[C:4]([N:8]2[CH2:12][C@@:11]3([CH2:16][C@@H:15]([C:17](O)=[O:18])[N:14]([C:20](=[O:35])[C@@H:21]([NH:26][C:27]([O:29][CH:30]4[CH2:34][CH2:33][CH2:32][CH2:31]4)=[O:28])[C:22]([CH3:25])([CH3:24])[CH3:23])[CH2:13]3)[O:10][C:9]2=[O:36])[CH:5]=[CH:6][CH:7]=1.[NH2:37][C@@H:38]([CH2:47][CH2:48][CH3:49])[CH:39]([OH:46])[C:40]([NH:42][CH:43]1[CH2:45][CH2:44]1)=[O:41], predict the reaction product. (6) Given the reactants [NH2:1][C:2]1[C:11]2[CH:10]=[CH:9][CH:8]=[C:7](Br)[C:6]=2[N:5]=[C:4]2[CH2:13][N:14]([CH2:17][CH2:18][CH3:19])[C:15](=[O:16])[C:3]=12.[CH3:20][C:21]1[CH:22]=[C:23](B(O)O)[CH:24]=[C:25]([CH3:27])[CH:26]=1, predict the reaction product. The product is: [NH2:1][C:2]1[C:11]2[CH:10]=[CH:9][CH:8]=[C:7]([C:23]3[CH:24]=[C:25]([CH3:27])[CH:26]=[C:21]([CH3:20])[CH:22]=3)[C:6]=2[N:5]=[C:4]2[CH2:13][N:14]([CH2:17][CH2:18][CH3:19])[C:15](=[O:16])[C:3]=12. (7) Given the reactants C([O:4][CH2:5][C:6]1([CH:22]([F:24])[F:23])[O:10][N:9]=[C:8]([C:11]2[CH:12]=[C:13]3[C:18](=[CH:19][CH:20]=2)[N:17]=[CH:16][C:15]([Br:21])=[CH:14]3)[CH2:7]1)(=O)C.[OH-].[Na+], predict the reaction product. The product is: [Br:21][C:15]1[CH:16]=[N:17][C:18]2[C:13]([CH:14]=1)=[CH:12][C:11]([C:8]1[CH2:7][C:6]([CH2:5][OH:4])([CH:22]([F:24])[F:23])[O:10][N:9]=1)=[CH:20][CH:19]=2.